This data is from Forward reaction prediction with 1.9M reactions from USPTO patents (1976-2016). The task is: Predict the product of the given reaction. Given the reactants [CH2:1]([C:5]1[C:10]([CH3:11])=[C:9](Cl)[N:8]=[C:7]([NH2:13])[N:6]=1)[CH2:2][CH2:3][CH3:4].[CH2:14]([NH2:19])[CH2:15][CH2:16][CH2:17][CH3:18], predict the reaction product. The product is: [NH2:13][C:7]1[N:8]=[C:9]([NH:19][CH2:14][CH2:15][CH2:16][CH2:17][CH3:18])[C:10]([CH3:11])=[C:5]([CH2:1][CH2:2][CH2:3][CH3:4])[N:6]=1.